From a dataset of Reaction yield outcomes from USPTO patents with 853,638 reactions. Predict the reaction yield, written as a fraction of the theoretical maximum amount of product (1.0 means a 100% yield; for example, 0.34 means a 34% yield). The reactants are [Cl:1][C:2]1[CH:3]=[C:4]([CH:8]([C:12]2([OH:18])[CH2:17][CH2:16][CH2:15][CH2:14][CH2:13]2)[C:9]([OH:11])=O)[CH:5]=[CH:6][CH:7]=1.F[P-](F)(F)(F)(F)F.N1(O[P+](N(C)C)(N(C)C)N(C)C)C2C=CC=CC=2N=N1.[N:46]1([C:52]([O:54][C:55]([CH3:58])([CH3:57])[CH3:56])=[O:53])[CH2:51][CH2:50][NH:49][CH2:48][CH2:47]1.C(N(CC)CC)C. The catalyst is C(Cl)Cl. The product is [Cl:1][C:2]1[CH:3]=[C:4]([CH:8]([C:12]2([OH:18])[CH2:17][CH2:16][CH2:15][CH2:14][CH2:13]2)[C:9]([N:49]2[CH2:48][CH2:47][N:46]([C:52]([O:54][C:55]([CH3:58])([CH3:57])[CH3:56])=[O:53])[CH2:51][CH2:50]2)=[O:11])[CH:5]=[CH:6][CH:7]=1. The yield is 0.810.